From a dataset of Forward reaction prediction with 1.9M reactions from USPTO patents (1976-2016). Predict the product of the given reaction. (1) The product is: [Cl:11][C:12]1[CH:17]=[CH:16][CH:15]=[CH:14][C:13]=1[N:18]1[C:22]([O:23][C:2]2[C:7]([N+:8]([O-:10])=[O:9])=[CH:6][CH:5]=[CH:4][N:3]=2)=[CH:21][C:20]([CH3:24])=[N:19]1. Given the reactants Cl[C:2]1[C:7]([N+:8]([O-:10])=[O:9])=[CH:6][CH:5]=[CH:4][N:3]=1.[Cl:11][C:12]1[CH:17]=[CH:16][CH:15]=[CH:14][C:13]=1[N:18]1[C:22]([OH:23])=[CH:21][C:20]([CH3:24])=[N:19]1.C(=O)([O-])[O-].[K+].[K+].O, predict the reaction product. (2) Given the reactants [N+:1]([C:4]1[CH:5]=[C:6]([CH2:10][CH2:11][C:12](O)=[O:13])[CH:7]=[CH:8][CH:9]=1)([O-:3])=[O:2].O1CCCC1.B.O.Cl, predict the reaction product. The product is: [N+:1]([C:4]1[CH:5]=[C:6]([CH2:10][CH2:11][CH2:12][OH:13])[CH:7]=[CH:8][CH:9]=1)([O-:3])=[O:2]. (3) Given the reactants [S:1]([NH:11][NH2:12])([C:4]1[CH:10]=[CH:9][C:7]([CH3:8])=[CH:6][CH:5]=1)(=[O:3])=[O:2].[Cl:13][CH:14]([Cl:17])[CH:15]=O, predict the reaction product. The product is: [S:1]([NH:11][N:12]=[CH:15][CH:14]([Cl:17])[Cl:13])([C:4]1[CH:5]=[CH:6][C:7]([CH3:8])=[CH:9][CH:10]=1)(=[O:2])=[O:3]. (4) Given the reactants [OH:1][C:2]1[CH:3]=[C:4]([C:8]2[CH:9]([C:20]3[CH:25]=[CH:24][C:23]([I:26])=[CH:22][CH:21]=3)[O:10][C:11]3[C:16]([C:17]=2[CH3:18])=[CH:15][CH:14]=[CH:13][C:12]=3[OH:19])[CH:5]=[CH:6][CH:7]=1.[O:27]1[CH:32]=[CH:31][CH2:30][CH2:29][CH2:28]1.[C:47]1(C)[CH:48]=[CH:49]C(S([O-])(=[O:40])=[O:40])=[CH:45][CH:46]=1.[NH+]1[CH:49]=[CH:48][CH:47]=[CH:46][CH:45]=1, predict the reaction product. The product is: [I:26][C:23]1[CH:22]=[CH:21][C:20]([CH:9]2[C:8]([C:4]3[CH:5]=[CH:6][CH:7]=[C:2]([O:1][CH:32]4[CH2:31][CH2:30][CH2:29][CH2:28][O:27]4)[CH:3]=3)=[C:17]([CH3:18])[C:16]3[C:11](=[C:12]([O:19][CH:49]4[CH2:48][CH2:47][CH2:46][CH2:45][O:40]4)[CH:13]=[CH:14][CH:15]=3)[O:10]2)=[CH:25][CH:24]=1. (5) Given the reactants C([O:3][C:4]([C@@H:6]1[CH2:15][C@@H:14]2[C@@H:9]([CH2:10][CH2:11][C@H:12]([CH2:16][N:17]3[CH:21]=[C:20]([C:22]([O:24][CH2:25][CH3:26])=[O:23])[N:19]=[CH:18]3)[CH2:13]2)[CH2:8][NH:7]1)=[O:5])C.[ClH:27], predict the reaction product. The product is: [ClH:27].[ClH:27].[CH2:25]([O:24][C:22]([C:20]1[N:19]=[CH:18][N:17]([CH2:16][C@H:12]2[CH2:11][CH2:10][C@@H:9]3[C@@H:14]([CH2:15][C@@H:6]([C:4]([OH:5])=[O:3])[NH:7][CH2:8]3)[CH2:13]2)[CH:21]=1)=[O:23])[CH3:26]. (6) Given the reactants [C:1]([N:8]1[CH2:13][CH2:12][NH:11][C:10](=[O:14])[CH2:9]1)([O:3][C:4]([CH3:7])([CH3:6])[CH3:5])=[O:2].Br[C:16]1[CH:20]=[CH:19][S:18][CH:17]=1.[O-]P([O-])([O-])=O.[K+].[K+].[K+].CNCCNC, predict the reaction product. The product is: [O:14]=[C:10]1[N:11]([C:16]2[CH:20]=[CH:19][S:18][CH:17]=2)[CH2:12][CH2:13][N:8]([C:1]([O:3][C:4]([CH3:7])([CH3:6])[CH3:5])=[O:2])[CH2:9]1.